This data is from Peptide-MHC class II binding affinity with 134,281 pairs from IEDB. The task is: Regression. Given a peptide amino acid sequence and an MHC pseudo amino acid sequence, predict their binding affinity value. This is MHC class II binding data. (1) The peptide sequence is CKTLTPLMSSKFPEL. The MHC is HLA-DQA10102-DQB10602 with pseudo-sequence HLA-DQA10102-DQB10602. The binding affinity (normalized) is 0.333. (2) The peptide sequence is ELYYAIHKASTVLAF. The MHC is DRB1_0401 with pseudo-sequence DRB1_0401. The binding affinity (normalized) is 0.701. (3) The peptide sequence is ELKESWGAIWRIDTP. The MHC is HLA-DQA10104-DQB10503 with pseudo-sequence HLA-DQA10104-DQB10503. The binding affinity (normalized) is 0.204. (4) The peptide sequence is ALGAQKEAISPPDAA. The MHC is DRB1_0901 with pseudo-sequence DRB1_0901. The binding affinity (normalized) is 0.109. (5) The binding affinity (normalized) is 0.454. The peptide sequence is EDNFFLFGAKADQVA. The MHC is DRB1_0701 with pseudo-sequence DRB1_0701.